Dataset: Reaction yield outcomes from USPTO patents with 853,638 reactions. Task: Predict the reaction yield, written as a fraction of the theoretical maximum amount of product (1.0 means a 100% yield; for example, 0.34 means a 34% yield). (1) The product is [N:23]1([C:17]([C:16]2[CH:20]=[CH:21][C:13]([NH2:12])=[CH:14][C:15]=2[Cl:22])=[O:19])[CH2:29][CH2:28][CH2:27][CH2:26][CH2:25][CH2:24]1. The catalyst is C(Cl)Cl. The yield is 0.570. The reactants are CCN=C=NCCCN(C)C.[NH2:12][C:13]1[CH:21]=[CH:20][C:16]([C:17]([OH:19])=O)=[C:15]([Cl:22])[CH:14]=1.[NH:23]1[CH2:29][CH2:28][CH2:27][CH2:26][CH2:25][CH2:24]1. (2) The reactants are [Br:1][C:2]1[CH:3]=[C:4]([CH:7]=[CH:8][C:9]=1[OH:10])[CH:5]=[O:6].[OH:11][CH2:12][CH2:13]O.C1(C)C=CC(S(O)(=O)=O)=CC=1. The catalyst is C1(C)C=CC=CC=1. The product is [Br:1][C:2]1[CH:3]=[C:4]([CH:5]2[O:11][CH2:12][CH2:13][O:6]2)[CH:7]=[CH:8][C:9]=1[OH:10]. The yield is 0.950. (3) The reactants are [Cl:1][C:2]1[CH:7]=[CH:6][CH:5]=[CH:4][N:3]=1.[Li+].CC([N-]C(C)C)C.[CH:16](=[O:18])[CH3:17].O. The catalyst is C1COCC1. The product is [Cl:1][C:2]1[C:7]([CH:16]([OH:18])[CH3:17])=[CH:6][CH:5]=[CH:4][N:3]=1. The yield is 0.380. (4) The catalyst is C1(C)C=CC=CC=1. The reactants are [CH3:1][N:2]1[CH2:6][CH2:5][CH2:4][C@H:3]1[C:7]1[CH2:8][C:9]([CH:13]=[O:14])=[CH:10][NH:11][CH:12]=1.[S]. The product is [CH3:1][N:2]1[CH2:6][CH2:5][CH2:4][CH:3]1[C:7]1[CH:8]=[C:9]([CH:13]=[O:14])[CH:10]=[N:11][CH:12]=1. The yield is 0.830. (5) The reactants are [OH-].[Na+].[C@@H:3]1([C:11]([O:13]CC)=[O:12])[CH2:5][C@H:4]1[C:6]([O:8][CH2:9][CH3:10])=[O:7]. The catalyst is CCO. The product is [CH2:9]([O:8][C:6]([C@@H:4]1[CH2:5][C@H:3]1[C:11]([OH:13])=[O:12])=[O:7])[CH3:10]. The yield is 0.870.